Task: Predict the reactants needed to synthesize the given product.. Dataset: Full USPTO retrosynthesis dataset with 1.9M reactions from patents (1976-2016) Given the product [OH:44][CH:41]1[CH2:42][CH2:43][N:38]([C:32](=[O:34])[C@@H:31]([NH:30][C:28](=[O:29])[O:27][C:23]([CH3:24])([CH3:25])[CH3:26])[CH2:35][CH2:36][CH3:37])[CH2:39][CH2:40]1, predict the reactants needed to synthesize it. The reactants are: CN(C(ON1N=NC2C=CC=CC1=2)=[N+](C)C)C.[B-](F)(F)(F)F.[C:23]([O:27][C:28]([NH:30][C@@H:31]([CH2:35][CH2:36][CH3:37])[C:32]([OH:34])=O)=[O:29])([CH3:26])([CH3:25])[CH3:24].[NH:38]1[CH2:43][CH2:42][CH:41]([OH:44])[CH2:40][CH2:39]1.